From a dataset of Forward reaction prediction with 1.9M reactions from USPTO patents (1976-2016). Predict the product of the given reaction. Given the reactants B([C:4]1[C:12]2[S:11][C:10]([NH:13][C:14](=[O:18])[NH:15][CH2:16][CH3:17])=[N:9][C:8]=2[CH:7]=[C:6]([C:19]2[CH:20]=[N:21][C:22]([N:25]3[CH2:30][CH2:29][C:28]([CH2:34][CH3:35])([C:31]([OH:33])=[O:32])[CH2:27][CH2:26]3)=[N:23][CH:24]=2)[CH:5]=1)(O)O.C(N(CC)CC)C.[NH:43]1[CH2:48][CH2:47][O:46][CH2:45][CH2:44]1, predict the reaction product. The product is: [CH2:34]([C:28]1([C:31]([OH:33])=[O:32])[CH2:29][CH2:30][N:25]([C:22]2[N:21]=[CH:20][C:19]([C:6]3[CH:5]=[C:4]([N:43]4[CH2:48][CH2:47][O:46][CH2:45][CH2:44]4)[C:12]4[S:11][C:10]([NH:13][C:14](=[O:18])[NH:15][CH2:16][CH3:17])=[N:9][C:8]=4[CH:7]=3)=[CH:24][N:23]=2)[CH2:26][CH2:27]1)[CH3:35].